This data is from Peptide-MHC class I binding affinity with 185,985 pairs from IEDB/IMGT. The task is: Regression. Given a peptide amino acid sequence and an MHC pseudo amino acid sequence, predict their binding affinity value. This is MHC class I binding data. (1) The peptide sequence is WSYKIHQEDKV. The MHC is Mamu-A02 with pseudo-sequence Mamu-A02. The binding affinity (normalized) is 0.155. (2) The MHC is HLA-A31:01 with pseudo-sequence HLA-A31:01. The binding affinity (normalized) is 0.149. The peptide sequence is AIFQSSMAK. (3) The peptide sequence is VHNPDVITY. The MHC is Mamu-A20102 with pseudo-sequence Mamu-A20102. The binding affinity (normalized) is 0.950. (4) The peptide sequence is IARLVYKAR. The MHC is HLA-B08:02 with pseudo-sequence HLA-B08:02. The binding affinity (normalized) is 0.0847.